This data is from NCI-60 drug combinations with 297,098 pairs across 59 cell lines. The task is: Regression. Given two drug SMILES strings and cell line genomic features, predict the synergy score measuring deviation from expected non-interaction effect. (1) Cell line: HCT-15. Drug 2: CN(CCCl)CCCl.Cl. Synergy scores: CSS=48.7, Synergy_ZIP=-0.341, Synergy_Bliss=5.96, Synergy_Loewe=3.40, Synergy_HSA=4.41. Drug 1: C1=C(C(=O)NC(=O)N1)N(CCCl)CCCl. (2) Drug 1: C1C(C(OC1N2C=NC3=C(N=C(N=C32)Cl)N)CO)O. Drug 2: C1CCC(C(C1)N)N.C(=O)(C(=O)[O-])[O-].[Pt+4]. Cell line: HOP-62. Synergy scores: CSS=48.8, Synergy_ZIP=-7.05, Synergy_Bliss=-7.92, Synergy_Loewe=-9.65, Synergy_HSA=-1.85. (3) Drug 1: CC1=C2C(C(=O)C3(C(CC4C(C3C(C(C2(C)C)(CC1OC(=O)C(C(C5=CC=CC=C5)NC(=O)OC(C)(C)C)O)O)OC(=O)C6=CC=CC=C6)(CO4)OC(=O)C)OC)C)OC. Drug 2: CC1C(C(=O)NC(C(=O)N2CCCC2C(=O)N(CC(=O)N(C(C(=O)O1)C(C)C)C)C)C(C)C)NC(=O)C3=C4C(=C(C=C3)C)OC5=C(C(=O)C(=C(C5=N4)C(=O)NC6C(OC(=O)C(N(C(=O)CN(C(=O)C7CCCN7C(=O)C(NC6=O)C(C)C)C)C)C(C)C)C)N)C. Cell line: 786-0. Synergy scores: CSS=63.2, Synergy_ZIP=9.98, Synergy_Bliss=8.68, Synergy_Loewe=-2.89, Synergy_HSA=8.82. (4) Drug 1: CN(C)N=NC1=C(NC=N1)C(=O)N. Drug 2: CCC(=C(C1=CC=CC=C1)C2=CC=C(C=C2)OCCN(C)C)C3=CC=CC=C3.C(C(=O)O)C(CC(=O)O)(C(=O)O)O. Cell line: IGROV1. Synergy scores: CSS=1.58, Synergy_ZIP=-5.82, Synergy_Bliss=-4.45, Synergy_Loewe=-3.45, Synergy_HSA=-3.43. (5) Drug 1: C1=CN(C(=O)N=C1N)C2C(C(C(O2)CO)O)O.Cl. Drug 2: N.N.Cl[Pt+2]Cl. Cell line: HOP-92. Synergy scores: CSS=49.6, Synergy_ZIP=-4.67, Synergy_Bliss=-3.72, Synergy_Loewe=0.194, Synergy_HSA=1.84. (6) Drug 1: CS(=O)(=O)C1=CC(=C(C=C1)C(=O)NC2=CC(=C(C=C2)Cl)C3=CC=CC=N3)Cl. Drug 2: CC1OCC2C(O1)C(C(C(O2)OC3C4COC(=O)C4C(C5=CC6=C(C=C35)OCO6)C7=CC(=C(C(=C7)OC)O)OC)O)O. Cell line: NCI-H322M. Synergy scores: CSS=7.94, Synergy_ZIP=-2.23, Synergy_Bliss=-0.892, Synergy_Loewe=-2.43, Synergy_HSA=-1.64. (7) Drug 1: CCC1(CC2CC(C3=C(CCN(C2)C1)C4=CC=CC=C4N3)(C5=C(C=C6C(=C5)C78CCN9C7C(C=CC9)(C(C(C8N6C=O)(C(=O)OC)O)OC(=O)C)CC)OC)C(=O)OC)O.OS(=O)(=O)O. Drug 2: COC1=NC(=NC2=C1N=CN2C3C(C(C(O3)CO)O)O)N. Cell line: HS 578T. Synergy scores: CSS=16.7, Synergy_ZIP=-2.50, Synergy_Bliss=-4.67, Synergy_Loewe=-42.5, Synergy_HSA=-7.18.